This data is from Forward reaction prediction with 1.9M reactions from USPTO patents (1976-2016). The task is: Predict the product of the given reaction. (1) Given the reactants COC1[CH:8]=[CH:7][C:6]([N:9]2[C:13](C3C=CC(C)=CC=3)=[CH:12][C:11]([CH2:21][CH:22]([C:26]3[CH:27]=[C:28]([CH3:32])[CH:29]=[CH:30][CH:31]=3)[C:23]([NH2:25])=O)=[N:10]2)=[CH:5][CH:4]=1.N1C=[CH:37][CH:36]=[CH:35][CH:34]=1.[C:39]([O:45][C:46]([C:48](F)(F)F)=O)(C(F)(F)F)=O.O1[CH2:57][CH2:56]OCC1, predict the reaction product. The product is: [CH3:39][O:45][C:46]1[CH:48]=[CH:37][C:36]([C:56]2([CH3:57])[CH:4]=[CH:5][C:6]([N:9]3[CH:13]=[CH:12][C:11]([CH2:21][CH:22]([C:26]4[CH:27]=[C:28]([CH3:32])[CH:29]=[CH:30][CH:31]=4)[C:23]#[N:25])=[N:10]3)=[CH:7][CH2:8]2)=[CH:35][CH:34]=1. (2) Given the reactants [C:1]1([CH:7]([C:11]2[CH:16]=[CH:15][CH:14]=[CH:13][CH:12]=2)[C:8](Cl)=[O:9])[CH:6]=[CH:5][CH:4]=[CH:3][CH:2]=1.[CH3:17][NH:18][C@H:19]1[CH2:38][N:23]2[C:24]3[C:29]([C:30]([CH2:31][C:32]([O:34]CCC)=[O:33])=[C:22]2[CH2:21][CH2:20]1)=[CH:28][CH:27]=[CH:26][CH:25]=3, predict the reaction product. The product is: [C:1]1([CH:7]([C:11]2[CH:16]=[CH:15][CH:14]=[CH:13][CH:12]=2)[C:8]([N:18]([CH3:17])[C@H:19]2[CH2:38][N:23]3[C:24]4[C:29]([C:30]([CH2:31][C:32]([OH:34])=[O:33])=[C:22]3[CH2:21][CH2:20]2)=[CH:28][CH:27]=[CH:26][CH:25]=4)=[O:9])[CH:6]=[CH:5][CH:4]=[CH:3][CH:2]=1. (3) Given the reactants [CH3:1][NH:2][C:3]([N:5]1[C:13]2[C:8](=[CH:9][C:10]([O:14][C:15]3[C:20]([I:21])=[CH:19][N:18]=[C:17]([NH2:22])[N:16]=3)=[CH:11][CH:12]=2)[CH:7]=[CH:6]1)=[O:4].C(N([CH2:28][CH3:29])CC)C.Cl[C:31]([O:33][C:34]1[CH:39]=[CH:38][CH:37]=[CH:36][CH:35]=1)=[O:32], predict the reaction product. The product is: [I:21][C:20]1[C:15]([O:14][C:10]2[CH:9]=[C:8]3[C:13](=[CH:12][CH:11]=2)[N:5]([C:3]([NH:2][CH3:1])=[O:4])[CH:6]=[CH:7]3)=[N:16][C:17]([N:22]([C:31]([O:33][C:29]2[CH:28]=[CH:36][CH:35]=[CH:34][CH:39]=2)=[O:32])[C:31](=[O:32])[O:33][C:34]2[CH:39]=[CH:38][CH:37]=[CH:36][CH:35]=2)=[N:18][CH:19]=1. (4) Given the reactants [C:1]([C:5]1[C:6]([OH:18])=[C:7]([CH:11]=[C:12]([C:14]([CH3:17])([CH3:16])[CH3:15])[CH:13]=1)[C:8]([OH:10])=O)([CH3:4])([CH3:3])[CH3:2].[Cl:19][C:20]1[CH:26]=[C:25]([S:27]([C:30]([F:33])([F:32])[F:31])(=[O:29])=[O:28])[CH:24]=[CH:23][C:21]=1[NH2:22], predict the reaction product. The product is: [C:1]([C:5]1[C:6]([OH:18])=[C:7]([CH:11]=[C:12]([C:14]([CH3:17])([CH3:15])[CH3:16])[CH:13]=1)[C:8]([NH:22][C:21]1[CH:23]=[CH:24][C:25]([S:27]([C:30]([F:33])([F:31])[F:32])(=[O:29])=[O:28])=[CH:26][C:20]=1[Cl:19])=[O:10])([CH3:2])([CH3:3])[CH3:4]. (5) Given the reactants C1(P(C2C=CC=CC=2)C2C=CC=CC=2)C=CC=CC=1.[CH3:20][O:21][C:22](=[O:33])[C:23]1[CH:28]=[C:27](Br)[C:26]([O:30][CH3:31])=[CH:25][C:24]=1[F:32].[Br-].[Cl:35][C:36]1[C:37]([F:44])=[C:38]([CH:41]=[CH:42][CH:43]=1)[CH2:39][Zn+].[Cl-].[NH4+], predict the reaction product. The product is: [CH3:20][O:21][C:22](=[O:33])[C:23]1[CH:28]=[C:27]([CH2:39][C:38]2[CH:41]=[CH:42][CH:43]=[C:36]([Cl:35])[C:37]=2[F:44])[C:26]([O:30][CH3:31])=[CH:25][C:24]=1[F:32].